From a dataset of Catalyst prediction with 721,799 reactions and 888 catalyst types from USPTO. Predict which catalyst facilitates the given reaction. (1) Reactant: [N+](C1C=CC([O:10][C:11]([N:13]2[CH:18]([C:19]3[CH:24]=[CH:23][C:22]([F:25])=[C:21]([F:26])[CH:20]=3)[C:17]([C:27]([O:29][CH3:30])=[O:28])=[C:16]([CH2:31][O:32][CH3:33])[NH:15][C:14]2=[O:34])=O)=CC=1)([O-])=O.[C:35]1([C:41]2([C:51]3[N:52]([CH3:56])[CH:53]=[CH:54][CH:55]=3)[CH2:46][CH2:45][N:44]([CH2:47][CH2:48][CH2:49][NH2:50])[CH2:43][CH2:42]2)[CH:40]=[CH:39][CH:38]=[CH:37][CH:36]=1. Product: [CH3:30][O:29][C:27]([C:17]1[CH:18]([C:19]2[CH:24]=[CH:23][C:22]([F:25])=[C:21]([F:26])[CH:20]=2)[N:13]([C:11](=[O:10])[NH:50][CH2:49][CH2:48][CH2:47][N:44]2[CH2:43][CH2:42][C:41]([C:35]3[CH:36]=[CH:37][CH:38]=[CH:39][CH:40]=3)([C:51]3[N:52]([CH3:56])[CH:53]=[CH:54][CH:55]=3)[CH2:46][CH2:45]2)[C:14](=[O:34])[NH:15][C:16]=1[CH2:31][O:32][CH3:33])=[O:28]. The catalyst class is: 2. (2) Reactant: [C:1]([O:6][CH3:7])(=[O:5])[CH:2]([CH3:4])[CH3:3].[Li]CCCC.CN(CCN(C)C)C.I[CH2:22][CH2:23][C:24]1[CH:29]=[CH:28][CH:27]=[CH:26][CH:25]=1. Product: [CH3:7][O:6][C:1](=[O:5])[C:2]([CH3:4])([CH3:3])[CH2:22][CH2:23][C:24]1[CH:29]=[CH:28][CH:27]=[CH:26][CH:25]=1. The catalyst class is: 1. (3) Reactant: C[O:2][C:3]([C:5]1[C:14]2[O:13][CH2:12][C:11](=[O:15])[NH:10][C:9]=2[CH:8]=[CH:7][CH:6]=1)=[O:4]. Product: [O:15]=[C:11]1[NH:10][C:9]2[CH:8]=[CH:7][CH:6]=[C:5]([C:3]([OH:4])=[O:2])[C:14]=2[O:13][CH2:12]1. The catalyst class is: 23.